Dataset: Forward reaction prediction with 1.9M reactions from USPTO patents (1976-2016). Task: Predict the product of the given reaction. (1) Given the reactants [F:1][C:2]1[CH:9]=[C:8](F)[CH:7]=[CH:6][C:3]=1C=O.[CH3:11][O:12][C:13]1[CH:18]=[CH:17][C:16]([OH:19])=[CH:15][CH:14]=1.[C:20](=[O:23])([O-])[O-].[K+].[K+], predict the reaction product. The product is: [CH3:11][O:12][C:13]1[CH:18]=[CH:17][C:16]([O:19][C:7]2[CH:8]=[CH:9][C:2]([F:1])=[CH:3][C:6]=2[CH:20]=[O:23])=[CH:15][CH:14]=1. (2) Given the reactants [C:1]([C:3]1[CH:4]=[C:5]([CH:9]=[C:10]([CH:14]([CH3:16])[CH3:15])[C:11]=1[O:12][CH3:13])[C:6](O)=[O:7])#[N:2].C1(C)C=CC=CC=1.S(Cl)([Cl:26])=O, predict the reaction product. The product is: [C:1]([C:3]1[CH:4]=[C:5]([CH:9]=[C:10]([CH:14]([CH3:16])[CH3:15])[C:11]=1[O:12][CH3:13])[C:6]([Cl:26])=[O:7])#[N:2]. (3) Given the reactants Cl[CH2:2][CH2:3][NH:4][C:5]([NH:7][C@H:8]1[CH2:12][CH2:11][O:10][CH2:9]1)=[O:6].[H-].[Na+], predict the reaction product. The product is: [O:10]1[CH2:11][CH2:12][C@H:8]([N:7]2[CH2:2][CH2:3][NH:4][C:5]2=[O:6])[CH2:9]1. (4) Given the reactants [C:1](OC(=O)C)(=[O:3])[CH3:2].[ClH:8].Cl.[NH2:10][C:11]1[CH:12]=[C:13]([C:19](=[O:40])[CH2:20][CH2:21][CH:22]2[CH2:27][CH2:26][N:25]([CH2:28][CH2:29][O:30][C:31]3[CH:36]=[CH:35][CH:34]=[CH:33][C:32]=3[O:37][CH2:38][CH3:39])[CH2:24][CH2:23]2)[CH:14]=[CH:15][C:16]=1[O:17][CH3:18].C(N(CC)CC)C, predict the reaction product. The product is: [ClH:8].[CH2:38]([O:37][C:32]1[CH:33]=[CH:34][CH:35]=[CH:36][C:31]=1[O:30][CH2:29][CH2:28][N:25]1[CH2:26][CH2:27][CH:22]([CH2:21][CH2:20][C:19]([C:13]2[CH:14]=[CH:15][C:16]([O:17][CH3:18])=[C:11]([NH:10][C:1](=[O:3])[CH3:2])[CH:12]=2)=[O:40])[CH2:23][CH2:24]1)[CH3:39]. (5) Given the reactants [Cl:1][C:2]1[CH:7]=[CH:6][C:5]([CH:8]([C:16]2[CH:17]=[C:18]([C:22]3[CH:23]=[C:24]([CH:32]([CH3:34])[CH3:33])[CH:25]=[C:26]4[C:31]=3[N:30]=[CH:29][CH:28]=[CH:27]4)[CH:19]=[CH:20][CH:21]=2)[CH2:9][C:10]2[CH:15]=[CH:14][N:13]=[CH:12][CH:11]=2)=[CH:4][CH:3]=1.CO.C1C=C(C([O-])=[O:44])C(C(O[O-])=O)=CC=1.[Mg+2], predict the reaction product. The product is: [CH3:33][CH:32]([C:24]1[CH:25]=[C:26]2[CH:27]=[CH:28][CH:29]=[N:30][C:31]2=[C:22]([C:18]2[CH:19]=[CH:20][CH:21]=[C:16]([CH:8]([C:5]3[CH:6]=[CH:7][C:2]([Cl:1])=[CH:3][CH:4]=3)[CH2:9][C:10]3[CH:11]=[CH:12][N+:13]([O-:44])=[CH:14][CH:15]=3)[CH:17]=2)[CH:23]=1)[CH3:34].